This data is from Forward reaction prediction with 1.9M reactions from USPTO patents (1976-2016). The task is: Predict the product of the given reaction. (1) Given the reactants [Cl:1][C:2]1[C:7]([O:8][CH3:9])=[CH:6][C:5]([O:10][CH3:11])=[C:4]([Cl:12])[C:3]=1[C:13]1[CH:22]=[CH:21][C:20]([C:23](O)=[O:24])=[C:19]2[C:14]=1[CH:15]=[CH:16][CH:17]=[N:18]2.[CH3:26][N:27]1[CH2:32][CH2:31][N:30]([CH2:33][C:34]2[CH:35]=[CH:36][C:37]([NH2:40])=[N:38][CH:39]=2)[CH2:29][CH2:28]1, predict the reaction product. The product is: [CH3:26][N:27]1[CH2:32][CH2:31][N:30]([CH2:33][C:34]2[CH:35]=[CH:36][C:37]([NH:40][C:23]([C:20]3[CH:21]=[CH:22][C:13]([C:3]4[C:4]([Cl:12])=[C:5]([O:10][CH3:11])[CH:6]=[C:7]([O:8][CH3:9])[C:2]=4[Cl:1])=[C:14]4[C:19]=3[N:18]=[CH:17][CH:16]=[CH:15]4)=[O:24])=[N:38][CH:39]=2)[CH2:29][CH2:28]1. (2) Given the reactants [C:1]([O:4][C@@:5]1([C:23]([O:25][CH3:26])=[O:24])[C:13]2[CH:12]=[C:11]([CH3:14])[S:10][C:9]=2[C@@H:8]([O:15][C:16](=[O:18])[CH3:17])[C@H:7]([O:19][C:20](=[O:22])[CH3:21])[CH2:6]1)(=[O:3])[CH3:2].[C:27](OC(=O)C)(=O)[CH3:28].N1C=CC=CC=1.[K+].[Br-], predict the reaction product. The product is: [CH:14](/[C:11]1[S:10][C:9]2[C@@H:8]([O:15][C:16](=[O:18])[CH3:17])[C@H:7]([O:19][C:20](=[O:22])[CH3:21])[CH2:6][C@:5]([O:4][C:1](=[O:3])[CH3:2])([C:23]([O:25][CH3:26])=[O:24])[C:13]=2[CH:12]=1)=[CH:27]\[CH3:28]. (3) The product is: [C:1]([C:11]1[CH:35]=[CH:34][C:14]([CH2:15][N:16]([C:27](=[O:33])[CH2:28][CH2:29][CH2:30][CH2:31][CH3:32])[C:17]2[CH:18]=[C:19]([CH:24]=[CH:25][CH:26]=2)[C:20]([OH:22])=[O:21])=[CH:13][CH:12]=1)#[C:2][CH2:3][CH2:4][CH2:5][CH2:6][CH2:7][CH2:8][CH2:9][CH3:10]. Given the reactants [C:1]([C:11]1[CH:35]=[CH:34][C:14]([CH2:15][N:16]([C:27](=[O:33])[CH2:28][CH2:29][CH2:30][CH2:31][CH3:32])[C:17]2[CH:18]=[C:19]([CH:24]=[CH:25][CH:26]=2)[C:20]([O:22]C)=[O:21])=[CH:13][CH:12]=1)#[C:2][CH2:3][CH2:4][CH2:5][CH2:6][CH2:7][CH2:8][CH2:9][CH3:10].[OH-].[Na+], predict the reaction product.